From a dataset of NCI-60 drug combinations with 297,098 pairs across 59 cell lines. Regression. Given two drug SMILES strings and cell line genomic features, predict the synergy score measuring deviation from expected non-interaction effect. (1) Drug 1: C1CCC(CC1)NC(=O)N(CCCl)N=O. Drug 2: CC1C(C(CC(O1)OC2CC(OC(C2O)C)OC3=CC4=CC5=C(C(=O)C(C(C5)C(C(=O)C(C(C)O)O)OC)OC6CC(C(C(O6)C)O)OC7CC(C(C(O7)C)O)OC8CC(C(C(O8)C)O)(C)O)C(=C4C(=C3C)O)O)O)O. Cell line: 786-0. Synergy scores: CSS=17.4, Synergy_ZIP=-9.07, Synergy_Bliss=-4.21, Synergy_Loewe=-86.4, Synergy_HSA=-5.05. (2) Drug 1: C1CN1P(=S)(N2CC2)N3CC3. Drug 2: CC1=C2C(C(=O)C3(C(CC4C(C3C(C(C2(C)C)(CC1OC(=O)C(C(C5=CC=CC=C5)NC(=O)C6=CC=CC=C6)O)O)OC(=O)C7=CC=CC=C7)(CO4)OC(=O)C)O)C)OC(=O)C. Cell line: SNB-75. Synergy scores: CSS=13.8, Synergy_ZIP=-2.50, Synergy_Bliss=3.86, Synergy_Loewe=2.51, Synergy_HSA=5.14. (3) Drug 1: CC1=C(C=C(C=C1)NC(=O)C2=CC=C(C=C2)CN3CCN(CC3)C)NC4=NC=CC(=N4)C5=CN=CC=C5. Drug 2: CC=C1C(=O)NC(C(=O)OC2CC(=O)NC(C(=O)NC(CSSCCC=C2)C(=O)N1)C(C)C)C(C)C. Cell line: HCT-15. Synergy scores: CSS=-3.27, Synergy_ZIP=2.42, Synergy_Bliss=1.99, Synergy_Loewe=0.0113, Synergy_HSA=-0.556. (4) Drug 1: C1CC2CC3=C(CC1C24CN(S(=O)(=O)N4)CC(F)(F)F)C=CC(=C3)C=CCN5CCC(CC5)C(F)(F)F. Drug 2: CCC1=C2N=C(C=C(N2N=C1)NCC3=C[N+](=CC=C3)[O-])N4CCCCC4CCO. Cell line: T-47D. Synergy scores: CSS=35.8, Synergy_ZIP=-4.13, Synergy_Bliss=-2.76, Synergy_Loewe=-2.14, Synergy_HSA=1.91.